Predict which catalyst facilitates the given reaction. From a dataset of Catalyst prediction with 721,799 reactions and 888 catalyst types from USPTO. (1) Reactant: [CH3:1][S:2]([C:5]1[CH:6]=[C:7]2[C:11](=[CH:12][CH:13]=1)[N:10]([CH2:14][C:15]1[CH:20]=[CH:19][C:18]([CH:21]3[CH2:26][CH2:25][N:24](C(OC(C)(C)C)=O)[CH2:23][CH2:22]3)=[CH:17][N:16]=1)[CH:9]=[CH:8]2)(=[O:4])=[O:3].FC(F)(F)C(O)=O.C(=O)([O-])[O-].[K+].[K+].Br[C:48]1[N:53]=[CH:52][C:51]([CH2:54][CH3:55])=[CH:50][N:49]=1. Product: [CH2:54]([C:51]1[CH:50]=[N:49][C:48]([N:24]2[CH2:25][CH2:26][CH:21]([C:18]3[CH:19]=[CH:20][C:15]([CH2:14][N:10]4[C:11]5[C:7](=[CH:6][C:5]([S:2]([CH3:1])(=[O:4])=[O:3])=[CH:13][CH:12]=5)[CH:8]=[CH:9]4)=[N:16][CH:17]=3)[CH2:22][CH2:23]2)=[N:53][CH:52]=1)[CH3:55]. The catalyst class is: 46. (2) Reactant: Br[C:2]1[CH:10]=[CH:9][C:8]2[NH:7][C:6]3[CH2:11][CH2:12][N:13]([C:15]4[N:20]=[CH:19][C:18]([C:21]([O:23][CH3:24])=[O:22])=[CH:17][N:16]=4)[CH2:14][C:5]=3[C:4]=2[CH:3]=1.C([O-])([O-])=O.[Cs+].[Cs+].[CH:31]([C:33]1[CH:38]=[CH:37][C:36](B(O)O)=[CH:35][CH:34]=1)=[O:32]. The catalyst class is: 176. Product: [CH3:24][O:23][C:21]([C:18]1[CH:17]=[N:16][C:15]([N:13]2[CH2:12][CH2:11][C:6]3[NH:7][C:8]4[CH:9]=[CH:10][C:2]([C:36]5[CH:37]=[CH:38][C:33]([CH:31]=[O:32])=[CH:34][CH:35]=5)=[CH:3][C:4]=4[C:5]=3[CH2:14]2)=[N:20][CH:19]=1)=[O:22]. (3) Reactant: Cl.[Sn](Cl)Cl.ClCCl.[N+:8]([C:11]1[CH:16]=[C:15]([C:17]([F:20])([F:19])[F:18])[CH:14]=[CH:13][C:12]=1[N:21]1[CH2:26][CH2:25][CH2:24][CH2:23][CH2:22]1)([O-])=O. Product: [N:21]1([C:12]2[CH:13]=[CH:14][C:15]([C:17]([F:18])([F:19])[F:20])=[CH:16][C:11]=2[NH2:8])[CH2:22][CH2:23][CH2:24][CH2:25][CH2:26]1. The catalyst class is: 6.